This data is from Catalyst prediction with 721,799 reactions and 888 catalyst types from USPTO. The task is: Predict which catalyst facilitates the given reaction. (1) Reactant: Cl[C:2]1[C:11]([CH3:12])=[C:10]([Cl:13])[C:9]2[C:4](=[CH:5][C:6]([F:15])=[CH:7][C:8]=2[F:14])[N:3]=1.[F:16][C:17]1[N:22]=[CH:21][C:20](B(O)O)=[CH:19][CH:18]=1.C(=O)([O-])[O-].[K+].[K+]. Product: [Cl:13][C:10]1[C:9]2[C:4](=[CH:5][C:6]([F:15])=[CH:7][C:8]=2[F:14])[N:3]=[C:2]([C:20]2[CH:21]=[N:22][C:17]([F:16])=[CH:18][CH:19]=2)[C:11]=1[CH3:12]. The catalyst class is: 11. (2) Reactant: CS(O[CH2:6][CH2:7][CH:8]1[N:13]2[CH:14]=[C:15]([C:17]3[CH:22]=[CH:21][CH:20]=[C:19]([O:23][C:24]([F:27])([F:26])[F:25])[CH:18]=3)[CH:16]=[C:12]2[C:11](=[O:28])[NH:10][CH2:9]1)(=O)=O.[N-:29]=[N+:30]=[N-:31].[Na+].O.C([O-])(O)=O.[Na+]. Product: [N:29]([CH2:6][CH2:7][CH:8]1[N:13]2[CH:14]=[C:15]([C:17]3[CH:22]=[CH:21][CH:20]=[C:19]([O:23][C:24]([F:27])([F:26])[F:25])[CH:18]=3)[CH:16]=[C:12]2[C:11](=[O:28])[NH:10][CH2:9]1)=[N+:30]=[N-:31]. The catalyst class is: 444. (3) Reactant: C([O:3][C:4]([C:6]1[CH:10]=[C:9]([C:11]2[CH:16]=[CH:15][CH:14]=[CH:13][CH:12]=2)[O:8][N:7]=1)=[O:5])C.[OH-].[Na+].Cl. Product: [C:11]1([C:9]2[O:8][N:7]=[C:6]([C:4]([OH:5])=[O:3])[CH:10]=2)[CH:12]=[CH:13][CH:14]=[CH:15][CH:16]=1. The catalyst class is: 8. (4) Reactant: [OH:1][C:2]1[CH:9]=[CH:8][C:5]([CH:6]=[O:7])=[CH:4][CH:3]=1.C(=O)([O-])[O-].[K+].[K+].Br[CH2:17][CH:18]([C:20]1[CH:25]=[CH:24][C:23]([CH2:26][CH3:27])=[CH:22][N:21]=1)[OH:19].O. Product: [CH2:26]([C:23]1[CH:24]=[CH:25][C:20]([CH:18]([OH:19])[CH2:17][O:1][C:2]2[CH:9]=[CH:8][C:5]([CH:6]=[O:7])=[CH:4][CH:3]=2)=[N:21][CH:22]=1)[CH3:27]. The catalyst class is: 9. (5) Reactant: [CH:1]1([NH:4][C:5]2[C:10]([C:11]([NH2:13])=[O:12])=[CH:9][N:8]=[C:7]([NH:14][C:15]3[CH:20]=[CH:19][C:18]([CH:21]4[CH2:26][CH2:25][NH:24][CH2:23][CH2:22]4)=[CH:17][CH:16]=3)[N:6]=2)[CH2:3][CH2:2]1.CCN(C(C)C)C(C)C.F[C:37]1[C:42]([F:43])=[CH:41][CH:40]=[CH:39][N:38]=1.C(O)(C(F)(F)F)=O. Product: [CH:1]1([NH:4][C:5]2[C:10]([C:11]([NH2:13])=[O:12])=[CH:9][N:8]=[C:7]([NH:14][C:15]3[CH:20]=[CH:19][C:18]([CH:21]4[CH2:26][CH2:25][N:24]([C:37]5[C:42]([F:43])=[CH:41][CH:40]=[CH:39][N:38]=5)[CH2:23][CH2:22]4)=[CH:17][CH:16]=3)[N:6]=2)[CH2:3][CH2:2]1. The catalyst class is: 37. (6) Reactant: [CH2:1]([O:8][C:9]1[C:10]([C:29]([O:31]C(C)(C)C)=[O:30])=[N:11][C:12]([CH2:16][CH:17]2[CH2:22][CH2:21][N:20]([C:23]3[CH:28]=[CH:27][CH:26]=[CH:25][CH:24]=3)[CH2:19][CH2:18]2)=[N:13][C:14]=1[OH:15])[C:2]1[CH:7]=[CH:6][CH:5]=[CH:4][CH:3]=1.[OH-].[Na+]. Product: [CH2:1]([O:8][C:9]1[C:10]([C:29]([OH:31])=[O:30])=[N:11][C:12]([CH2:16][CH:17]2[CH2:22][CH2:21][N:20]([C:23]3[CH:24]=[CH:25][CH:26]=[CH:27][CH:28]=3)[CH2:19][CH2:18]2)=[N:13][C:14]=1[OH:15])[C:2]1[CH:7]=[CH:6][CH:5]=[CH:4][CH:3]=1. The catalyst class is: 83.